This data is from Forward reaction prediction with 1.9M reactions from USPTO patents (1976-2016). The task is: Predict the product of the given reaction. (1) Given the reactants [CH:1]1([CH:6]([OH:10])[C:7]([OH:9])=O)[CH2:5][CH2:4][CH2:3][CH2:2]1.Cl.[NH2:12][C@H:13]([C:15]([C:17]1([NH2:42])[C:23](=[O:24])[N:22]([C:25]2[CH:30]=[CH:29][CH:28]=[CH:27][CH:26]=2)[C:21]2[CH:31]=[CH:32][CH:33]=[CH:34][C:20]=2[N:19]([C:35]2[CH:40]=[CH:39][CH:38]=[CH:37][CH:36]=2)[C:18]1=[O:41])=[O:16])[CH3:14], predict the reaction product. The product is: [CH:1]1([CH:6]([OH:10])[C:7]([NH:12][C@H:13]([C:15]([C:17]2([NH2:42])[C:23](=[O:24])[N:22]([C:25]3[CH:30]=[CH:29][CH:28]=[CH:27][CH:26]=3)[C:21]3[CH:31]=[CH:32][CH:33]=[CH:34][C:20]=3[N:19]([C:35]3[CH:36]=[CH:37][CH:38]=[CH:39][CH:40]=3)[C:18]2=[O:41])=[O:16])[CH3:14])=[O:9])[CH2:2][CH2:3][CH2:4][CH2:5]1. (2) Given the reactants [C:1]12([CH2:11][O:12][C:13]3[C:21]([Cl:22])=[CH:20][C:16]([C:17]([OH:19])=[O:18])=[CH:15][N:14]=3)[CH2:10][CH:5]3[CH2:6][CH:7]([CH2:9][CH:3]([CH2:4]3)[CH2:2]1)[CH2:8]2.[CH3:23]N(C)CCCN=C=NCC.C(N(CC)CC)C.CO, predict the reaction product. The product is: [C:1]12([CH2:11][O:12][C:13]3[C:21]([Cl:22])=[CH:20][C:16]([C:17]([O:19][CH3:23])=[O:18])=[CH:15][N:14]=3)[CH2:8][CH:7]3[CH2:6][CH:5]([CH2:4][CH:3]([CH2:9]3)[CH2:2]1)[CH2:10]2.